This data is from Full USPTO retrosynthesis dataset with 1.9M reactions from patents (1976-2016). The task is: Predict the reactants needed to synthesize the given product. (1) Given the product [CH3:34][N:32]1[CH:33]=[C:29]([CH2:28][C:23]2[C:21](=[O:22])[N:20]=[C:1]([O:3][CH2:4][CH2:5][C:6]3[CH:7]=[CH:8][C:9]([O:12][C:13]4[CH:18]=[CH:17][CH:16]=[C:15]([CH3:19])[N:14]=4)=[CH:10][CH:11]=3)[NH:2][CH:24]=2)[CH:30]=[N:31]1, predict the reactants needed to synthesize it. The reactants are: [C:1](=[NH:20])([O:3][CH2:4][CH2:5][C:6]1[CH:11]=[CH:10][C:9]([O:12][C:13]2[CH:18]=[CH:17][CH:16]=[C:15]([CH3:19])[N:14]=2)=[CH:8][CH:7]=1)[NH2:2].[CH:21]([CH:23]([CH2:28][C:29]1[CH:30]=[N:31][N:32]([CH3:34])[CH:33]=1)[C:24](OC)=O)=[O:22].C([O-])([O-])=O.[K+].[K+]. (2) Given the product [CH2:17]([C:14]1[N:13]=[N:12][C:11]([CH2:10][CH2:9][C:6]2[CH:5]=[CH:4][C:3]([CH2:2][N:25]3[CH2:29][CH2:28][CH2:27][CH2:26]3)=[CH:8][N:7]=2)=[CH:16][CH:15]=1)[CH2:18][C:19]1[CH:24]=[CH:23][CH:22]=[CH:21][CH:20]=1, predict the reactants needed to synthesize it. The reactants are: Cl[CH2:2][C:3]1[CH:4]=[CH:5][C:6]([CH2:9][CH2:10][C:11]2[N:12]=[N:13][C:14]([CH2:17][CH2:18][C:19]3[CH:24]=[CH:23][CH:22]=[CH:21][CH:20]=3)=[CH:15][CH:16]=2)=[N:7][CH:8]=1.[NH:25]1[CH2:29][CH2:28][CH2:27][CH2:26]1. (3) Given the product [Cl:16][C:17]1[C:21]([N:22]([CH2:23][CH3:24])[C:3](=[O:4])[CH:2]([CH3:1])[CH:6]([S:8][CH3:9])[CH3:7])=[CH:20][N:19]([C:25]2[CH:26]=[N:27][CH:28]=[C:29]([F:31])[CH:30]=2)[N:18]=1.[Cl:16][C:17]1[C:21]([N:22]([CH2:23][CH3:24])[C:3](=[O:4])/[C:2](/[CH3:1])=[CH:6]\[CH3:7])=[CH:20][N:19]([C:25]2[CH:26]=[N:27][CH:28]=[C:29]([F:31])[CH:30]=2)[N:18]=1, predict the reactants needed to synthesize it. The reactants are: [CH3:1][CH:2]([CH:6]([S:8][CH3:9])[CH3:7])[C:3](O)=[O:4].C(Cl)(=O)C(Cl)=O.[Cl:16][C:17]1[C:21]([NH:22][CH2:23][CH3:24])=[CH:20][N:19]([C:25]2[CH:26]=[N:27][CH:28]=[C:29]([F:31])[CH:30]=2)[N:18]=1. (4) Given the product [CH:28]([C:25]1[CH:26]=[CH:27][C:22]([C:20](=[O:21])[CH2:19][CH2:6][C:7]([C:9]2[CH:10]=[C:11]([CH:16]=[CH:17][CH:18]=2)[C:12]([O:14][CH3:15])=[O:13])=[O:8])=[CH:23][CH:24]=1)([CH3:30])[CH3:29], predict the reactants needed to synthesize it. The reactants are: C(OC([CH:6]([CH2:19][C:20]([C:22]1[CH:27]=[CH:26][C:25]([CH:28]([CH3:30])[CH3:29])=[CH:24][CH:23]=1)=[O:21])[C:7]([C:9]1[CH:10]=[C:11]([CH:16]=[CH:17][CH:18]=1)[C:12]([O:14][CH3:15])=[O:13])=[O:8])=O)C.[Na+].[Cl-].O.